From a dataset of Drug-target binding data from BindingDB using IC50 measurements. Regression. Given a target protein amino acid sequence and a drug SMILES string, predict the binding affinity score between them. We predict pIC50 (pIC50 = -log10(IC50 in M); higher means more potent). Dataset: bindingdb_ic50. (1) The drug is Cc1cc(C)cc(OC2=C(NS(=O)(=O)c3ccccc3)C(=O)c3ccccc3C2=O)c1. The target protein (P50295) has sequence MDIEAYFERIGYQSTRSKLDLKTLTEILQHQIRAIPFENLNIHCGESMELSLEAIFDQIVRKKRGGWCLQVNHLLYWALTKLGFETTMLGGYVFNTPANKYSSGMIHLLVQVTISGKDYIVDAGFGRSYQMWEPLELTSGKDQPQVPAIFRLTEENGTWYLDQIRREQYVPNQEFINSDLLEKNKYRKIYSFTLEPRTIEDFESMNTYLQTSPASVFTSKSFCSLQTPEGVHCLVGSTLTYRRFSYKDNVDLVEFKSLTEEEIEDVLRTIFGVSLERKLVPKHGDRFFTI. The pIC50 is 5.3. (2) The drug is O=C(c1cc2c(Nc3ccc(OC(F)(F)F)cc3)ncnc2s1)N1CCN(c2cccc(C(F)(F)F)c2)CC1. The target protein sequence is MVDPVGFAEAWKAQFPDSEPPRMELRSVGDIEQELERCKASIRRLEQEVNQERFRMIYLQTLLAKEKKSYDRQRWGFRRAAQAPDGASEPRASASRPQPAPADGADPPPAEEPEARPDGEGSPGKARPGTARRPGAAASGERDDRGPPASVAALRSNFERIRKGHGQPGADAEKPFYVNVEFHHERGLVKVNDKEVSDRISSLGSQAMQMERKKSQHGAGSSVGDASRPPYRGRSSESSCGVDGDYEDAELNPRFLKDNLIDANGGSRPPWPPLEYQPYQSIYVGGMMEGEGKGPLLRSQSTSEQEKRLTWPRRSYSPRSFEDCGGGYTPDCSSNENLTSSEEDFSSGQSSRVSPSPTTYRMFRDKSRSPSQNSQQSFDSSSPPTPQCHKRHRHCPVVVSEATIVGVRKTGQIWPNDGEGAFHGDADGSFGTPPGYGCAADRAEEQRRHQDGLPYIDDSPSSSPHLSSKGRGSRDALVSGALESTKASELDLEKGLEMRK.... The pIC50 is 5.7.